This data is from Catalyst prediction with 721,799 reactions and 888 catalyst types from USPTO. The task is: Predict which catalyst facilitates the given reaction. Reactant: [Br:1][C:2]1[C:7]([O:8][C:9]([F:12])([F:11])[F:10])=[CH:6][C:5]([NH2:13])=[C:4]([Cl:14])[CH:3]=1.C1N=CN([C:20](N2C=NC=C2)=[O:21])C=1.[C:27]([O:31][C:32]([N:34]1[CH2:39][CH2:38][CH:37]([N:40]2[CH2:45][CH2:44][NH:43][CH2:42][CH2:41]2)[CH2:36][CH2:35]1)=[O:33])([CH3:30])([CH3:29])[CH3:28]. Product: [C:27]([O:31][C:32]([N:34]1[CH2:39][CH2:38][CH:37]([N:40]2[CH2:45][CH2:44][N:43]([C:20](=[O:21])[NH:13][C:5]3[CH:6]=[C:7]([O:8][C:9]([F:11])([F:12])[F:10])[C:2]([Br:1])=[CH:3][C:4]=3[Cl:14])[CH2:42][CH2:41]2)[CH2:36][CH2:35]1)=[O:33])([CH3:30])([CH3:28])[CH3:29]. The catalyst class is: 2.